From a dataset of Catalyst prediction with 721,799 reactions and 888 catalyst types from USPTO. Predict which catalyst facilitates the given reaction. (1) Reactant: [CH3:1][C:2]([O:9][C:10](OC1C=CC([N+]([O-])=O)=CC=1)=[O:11])([CH3:8])[C:3](OCC)=[O:4].Cl.[NH2:23][C@H:24]1[CH2:29][CH2:28][C@H:27]([C:30]([O:32][CH2:33][C:34]2[CH:39]=[CH:38][CH:37]=[CH:36][CH:35]=2)=[O:31])[CH2:26][CH2:25]1.C(=O)([O-])[O-].[K+].[K+].CN(C=O)C. Product: [CH3:1][C:2]1([CH3:8])[O:9][C:10](=[O:11])[N:23]([C@H:24]2[CH2:29][CH2:28][C@H:27]([C:30]([O:32][CH2:33][C:34]3[CH:35]=[CH:36][CH:37]=[CH:38][CH:39]=3)=[O:31])[CH2:26][CH2:25]2)[C:3]1=[O:4]. The catalyst class is: 6. (2) Reactant: [N+:1]([C:4]1[CH:9]=[CH:8][C:7]([CH2:10][C:11]#[N:12])=[CH:6][CH:5]=1)([O-:3])=[O:2].[NH2:13][OH:14].Cl.C([O-])(O)=O.[Na+].CO. Product: [OH:14][NH:13][C:11](=[NH:12])[CH2:10][C:7]1[CH:6]=[CH:5][C:4]([N+:1]([O-:3])=[O:2])=[CH:9][CH:8]=1. The catalyst class is: 6. (3) Reactant: [CH:1]([Mg]Br)=[CH2:2].O1CCCC1.O1CCCC1.[NH2:15][C:16]1[CH:23]=[CH:22][CH:21]=[CH:20][C:17]=1[CH:18]=[O:19]. Product: [NH2:15][C:16]1[CH:23]=[CH:22][CH:21]=[CH:20][C:17]=1[CH:18]([OH:19])[CH:1]=[CH2:2]. The catalyst class is: 6. (4) Reactant: [CH2:1]([O:5][CH2:6][CH2:7][O:8][CH2:9][CH:10]1[CH2:15][CH2:14][CH2:13][CH:12]=[CH:11]1)[CH2:2][CH2:3][CH3:4].C(OO)(=[O:18])C.O. Product: [CH2:1]([O:5][CH2:6][CH2:7][O:8][CH2:9][CH:10]1[CH2:15][CH2:14][CH:13]2[CH:12]([O:18]2)[CH2:11]1)[CH2:2][CH2:3][CH3:4]. The catalyst class is: 2. (5) Reactant: O[CH2:2][CH:3]1[CH2:7][S:6][C:5]([NH:8][C:9](=[O:15])[O:10][C:11]([CH3:14])([CH3:13])[CH3:12])=[N:4]1.[C:16]1([CH3:26])[CH:21]=[CH:20][C:19]([S:22](Cl)(=[O:24])=[O:23])=[CH:18][CH:17]=1.C(N(CC)CC)C. Product: [C:16]1([CH3:26])[CH:21]=[CH:20][C:19]([S:22]([CH2:2][CH:3]2[CH2:7][S:6][C:5]([NH:8][C:9](=[O:15])[O:10][C:11]([CH3:14])([CH3:13])[CH3:12])=[N:4]2)(=[O:24])=[O:23])=[CH:18][CH:17]=1. The catalyst class is: 4. (6) Reactant: Br[CH2:2][C:3]([OH:5])=O.CCN=C=NCCCN(C)C.[ClH:17].[NH2:18][C:19]1[CH:20]=[C:21]([C:26]2[N:27]([CH2:39][CH3:40])[C:28]3[C:33]([C:34]=2[C:35]#[N:36])=[CH:32][CH:31]=[C:30]([O:37][CH3:38])[CH:29]=3)[CH:22]=[CH:23][C:24]=1[OH:25]. Product: [Cl:17][CH2:2][C:3]([NH:18][C:19]1[CH:20]=[C:21]([C:26]2[N:27]([CH2:39][CH3:40])[C:28]3[C:33]([C:34]=2[C:35]#[N:36])=[CH:32][CH:31]=[C:30]([O:37][CH3:38])[CH:29]=3)[CH:22]=[CH:23][C:24]=1[OH:25])=[O:5]. The catalyst class is: 10. (7) Product: [NH2:11][C:5]1[C:6]([C:8]([NH2:10])=[O:9])=[N:7][C:2]([Cl:1])=[CH:3][CH:4]=1. The catalyst class is: 99. Reactant: [Cl:1][C:2]1[N:7]=[C:6]([C:8]([NH2:10])=[O:9])[C:5]([N+:11]([O-])=O)=[CH:4][CH:3]=1.